Dataset: Reaction yield outcomes from USPTO patents with 853,638 reactions. Task: Predict the reaction yield, written as a fraction of the theoretical maximum amount of product (1.0 means a 100% yield; for example, 0.34 means a 34% yield). The reactants are [CH3:1][O:2][C:3]1[CH:4]=[C:5]2[C:10](=[CH:11][C:12]=1[O:13][CH2:14][CH:15]1[CH2:20][CH2:19][NH:18][CH2:17][CH2:16]1)[N:9]=[CH:8][N:7]=[C:6]2[O:21][C:22]1[CH:23]=[C:24]2[C:28](=[CH:29][CH:30]=1)[NH:27][CH:26]=[C:25]2[CH3:31].[CH2:32]([N:34](CC)CC)[CH3:33].ClCC#N. The catalyst is CO. The product is [C:32]([CH2:33][N:18]1[CH2:19][CH2:20][CH:15]([CH2:14][O:13][C:12]2[CH:11]=[C:10]3[C:5]([C:6]([O:21][C:22]4[CH:23]=[C:24]5[C:28](=[CH:29][CH:30]=4)[NH:27][CH:26]=[C:25]5[CH3:31])=[N:7][CH:8]=[N:9]3)=[CH:4][C:3]=2[O:2][CH3:1])[CH2:16][CH2:17]1)#[N:34]. The yield is 0.350.